This data is from Catalyst prediction with 721,799 reactions and 888 catalyst types from USPTO. The task is: Predict which catalyst facilitates the given reaction. (1) Reactant: [CH:1]1([NH2:4])[CH2:3][CH2:2]1.C(O)(=O)C.[Cl:9][C:10]1[CH:11]=[CH:12][CH:13]=[C:14]2[C:18]=1[C:17](=O)[CH2:16][CH2:15]2.C([BH3-])#N.[Na+]. Product: [Cl:9][C:10]1[CH:11]=[CH:12][CH:13]=[C:14]2[C:18]=1[CH:17]([NH:4][CH:1]1[CH2:3][CH2:2]1)[CH2:16][CH2:15]2. The catalyst class is: 5. (2) Reactant: CC(OI1(OC(C)=O)(OC(C)=O)[O:14][C:12](=O)[C:11]2[CH:10]=[CH:9][CH:8]=[CH:7][C:6]1=2)=O.[F:23][C:24]1[CH:25]=[C:26]2[C:34](=[CH:35][CH:36]=1)[NH:33]C1CC(C(NC[C@@H]3OC4=C5C(=CC=C4OC3)N=C(C)C=C5)=O)CCC2=1. Product: [F:23][C:24]1[CH:36]=[C:35]2[C:34](=[CH:26][CH:25]=1)[NH:33][C:8]1[CH2:7][CH2:6][CH:11]([CH:12]=[O:14])[CH2:10][C:9]2=1. The catalyst class is: 4. (3) Product: [C:1]1([C:7]2[O:11][N:10]=[C:9]([C:12]3[C:24]4[CH2:23][CH2:22][C:21]5[N:20]=[C:19]([CH:25]=[O:28])[CH:18]=[CH:17][C:16]=5[C:15]=4[O:14][N:13]=3)[C:8]=2[C:29]([F:31])([F:32])[F:30])[CH:2]=[CH:3][CH:4]=[CH:5][CH:6]=1. The catalyst class is: 56. Reactant: [C:1]1([C:7]2[O:11][N:10]=[C:9]([C:12]3[C:24]4[CH2:23][CH2:22][C:21]5[N:20]=[C:19]([CH:25]([OH:28])CO)[CH:18]=[CH:17][C:16]=5[C:15]=4[O:14][N:13]=3)[C:8]=2[C:29]([F:32])([F:31])[F:30])[CH:6]=[CH:5][CH:4]=[CH:3][CH:2]=1.I([O-])(=O)(=O)=O.[Na+].O. (4) Reactant: [Br:1][C:2]1[CH:7]=[CH:6][C:5]([N:8]2[C:12]([CH:13]3[CH2:15][CH2:14]3)=[C:11]([C:16]([OH:18])=O)[CH:10]=[N:9]2)=[CH:4][CH:3]=1.C(Cl)(=O)C(Cl)=O.[CH:25]1([NH2:31])[CH2:30][CH2:29][CH2:28][CH2:27][CH2:26]1.CCN(C(C)C)C(C)C. Product: [Br:1][C:2]1[CH:3]=[CH:4][C:5]([N:8]2[C:12]([CH:13]3[CH2:14][CH2:15]3)=[C:11]([C:16]([NH:31][CH:25]3[CH2:30][CH2:29][CH2:28][CH2:27][CH2:26]3)=[O:18])[CH:10]=[N:9]2)=[CH:6][CH:7]=1. The catalyst class is: 606. (5) Reactant: [H-].[Na+].C(OC(N[C:11]1[S:15][C:14]([C:16]([N:18]([CH3:30])[CH2:19][CH2:20][N:21]([CH3:29])[C:22](=[O:28])[O:23][C:24]([CH3:27])([CH3:26])[CH3:25])=[O:17])=[C:13]([CH3:31])[CH:12]=1)=O)(C)(C)C.CI. Product: [C:24]([O:23][C:22]([N:21]([CH3:29])[CH2:20][CH2:19][N:18]([CH3:30])[C:16]([C:14]1[S:15][C:11]([CH2:20][NH:21][C:22](=[O:28])[O:23][C:24]([CH3:27])([CH3:26])[CH3:25])=[CH:12][C:13]=1[CH3:31])=[O:17])=[O:28])([CH3:25])([CH3:26])[CH3:27]. The catalyst class is: 42. (6) Reactant: [C:1]([C:3]1[CH:8]=[CH:7][N:6]=[CH:5][CH:4]=1)#[N:2].C(O[C:12]([C:14]1[C:15]2[CH2:23][CH2:22][CH2:21][CH2:20][C:16]=2[S:17][C:18]=1[NH2:19])=[O:13])C.C1(C)C=CC=CC=1. Product: [N:6]1[CH:7]=[CH:8][C:3]([C:1]2[N:2]=[C:12]([OH:13])[C:14]3[C:15]4[CH2:23][CH2:22][CH2:21][CH2:20][C:16]=4[S:17][C:18]=3[N:19]=2)=[CH:4][CH:5]=1. The catalyst class is: 12.